From a dataset of hERG Central: cardiac toxicity at 1µM, 10µM, and general inhibition. Predict hERG channel inhibition at various concentrations. (1) The drug is Cc1ccc(NC(=O)CN2C(=O)NC3(CCCc4ccccc43)C2=O)c([N+](=O)[O-])c1. Results: hERG_inhib (hERG inhibition (general)): blocker. (2) The drug is CCCCC[C@H]1CN(CCc2ccccc2)C(=O)[C@@H]1CC(=O)NCc1ccccc1. Results: hERG_inhib (hERG inhibition (general)): blocker. (3) The drug is O=C(CN1C(=O)NC(Cc2ccccc2)C1=O)Nc1ccc(OC(F)F)cc1. Results: hERG_inhib (hERG inhibition (general)): blocker.